Task: Predict the reactants needed to synthesize the given product.. Dataset: Full USPTO retrosynthesis dataset with 1.9M reactions from patents (1976-2016) (1) The reactants are: [Cl:1][C:2]1[CH:7]=[CH:6][C:5]([C:8](=[O:10])[CH3:9])=[C:4]([OH:11])[C:3]=1[F:12].[C:13](=O)([O-])[O-].[K+].[K+].CI. Given the product [Cl:1][C:2]1[CH:7]=[CH:6][C:5]([C:8](=[O:10])[CH3:9])=[C:4]([O:11][CH3:13])[C:3]=1[F:12], predict the reactants needed to synthesize it. (2) The reactants are: [H-].[Al+3].[Li+].[H-].[H-].[H-].C[O:8][C:9]([C:11]1[S:15][C:14]([C:16]2[CH:21]=[CH:20][C:19]([C:22]([F:25])([F:24])[F:23])=[CH:18][CH:17]=2)=[N:13][C:12]=1[CH2:26][CH2:27][CH2:28][CH3:29])=O.[Cl-].[NH4+].Cl. Given the product [CH2:26]([C:12]1[N:13]=[C:14]([C:16]2[CH:21]=[CH:20][C:19]([C:22]([F:24])([F:25])[F:23])=[CH:18][CH:17]=2)[S:15][C:11]=1[CH2:9][OH:8])[CH2:27][CH2:28][CH3:29], predict the reactants needed to synthesize it. (3) Given the product [CH2:26]([O:28][C:29]1[CH:30]=[C:31](/[CH:43]=[C:44](\[CH3:50])/[C:45]([O:47][CH2:48][CH3:49])=[O:46])[CH:32]=[CH:33][C:34]=1[C:55]1[CH:56]=[CH:57][CH:58]=[C:53]([NH:52][CH3:51])[CH:54]=1)[CH3:27], predict the reactants needed to synthesize it. The reactants are: C1(P(C2CCCCC2)C2C=CC=CC=2C2C=CC=CC=2)CCCCC1.[CH2:26]([O:28][C:29]1[CH:30]=[C:31](/[CH:43]=[C:44](\[CH3:50])/[C:45]([O:47][CH2:48][CH3:49])=[O:46])[CH:32]=[CH:33][C:34]=1OS(C(F)(F)F)(=O)=O)[CH3:27].[CH3:51][NH:52][C:53]1[CH:58]=[CH:57][CH:56]=[C:55](B2OC(C)(C)C(C)(C)O2)[CH:54]=1.P([O-])([O-])([O-])=O.[K+].[K+].[K+].[Cl-].[NH4+]. (4) Given the product [C:1]([N:5]1[C:9]([NH:10][C:11]2[N:16]=[C:15]([CH2:17][C:18]3([C:31]([O:33][CH2:34][CH3:35])=[O:32])[CH2:23][CH2:22][N:21]([C:24]([O:26][C:27]([CH3:28])([CH3:29])[CH3:30])=[O:25])[CH2:20][CH2:19]3)[CH:14]=[C:13]([C:44]3[CH:49]=[CH:48][CH:47]=[CH:46][CH:45]=3)[CH:12]=2)=[CH:8][CH:7]=[N:6]1)([CH3:3])([CH3:4])[CH3:2], predict the reactants needed to synthesize it. The reactants are: [C:1]([N:5]1[C:9]([NH:10][C:11]2[N:16]=[C:15]([CH2:17][C:18]3([C:31]([O:33][CH2:34][CH3:35])=[O:32])[CH2:23][CH2:22][N:21]([C:24]([O:26][C:27]([CH3:30])([CH3:29])[CH3:28])=[O:25])[CH2:20][CH2:19]3)[CH:14]=[C:13](OS(C(F)(F)F)(=O)=O)[CH:12]=2)=[CH:8][CH:7]=[N:6]1)([CH3:4])([CH3:3])[CH3:2].[C:44]1(B(O)O)[CH:49]=[CH:48][CH:47]=[CH:46][CH:45]=1.P([O-])([O-])([O-])=O.[K+].[K+].[K+].O1CCOCC1. (5) Given the product [F:1][C:2]1[CH:3]=[CH:4][C:5]([C:8]2[N:12]=[C:11]([S:13]([CH3:14])=[O:33])[N:10]([CH3:15])[C:9]=2[C:16]2[CH:21]=[CH:20][N:19]=[C:18]([NH:22][CH:23]3[CH2:28][C:27]([CH3:30])([CH3:29])[NH:26][C:25]([CH3:32])([CH3:31])[CH2:24]3)[CH:17]=2)=[CH:6][CH:7]=1, predict the reactants needed to synthesize it. The reactants are: [F:1][C:2]1[CH:7]=[CH:6][C:5]([C:8]2[N:12]=[C:11]([S:13][CH3:14])[N:10]([CH3:15])[C:9]=2[C:16]2[CH:21]=[CH:20][N:19]=[C:18]([NH:22][CH:23]3[CH2:28][C:27]([CH3:30])([CH3:29])[NH:26][C:25]([CH3:32])([CH3:31])[CH2:24]3)[CH:17]=2)=[CH:4][CH:3]=1.[OH:33]O.N. (6) Given the product [F:11][C:39]([CH3:42])([CH3:40])[CH2:38][N:35]1[CH2:36][CH2:37][CH:32]([CH:30]2[CH2:29][C:28]3[CH:43]=[C:24]([C:21]4[CH:22]=[CH:23][C:18]([S:15]([CH3:14])(=[O:17])=[O:16])=[CH:19][CH:20]=4)[CH:25]=[CH:26][C:27]=3[O:31]2)[CH2:33][CH2:34]1, predict the reactants needed to synthesize it. The reactants are: COCCN(S(F)(F)[F:11])CCOC.[CH3:14][S:15]([C:18]1[CH:23]=[CH:22][C:21]([C:24]2[CH:25]=[CH:26][C:27]3[O:31][CH:30]([CH:32]4[CH2:37][CH2:36][N:35]([CH2:38][C:39]([CH3:42])(O)[CH3:40])[CH2:34][CH2:33]4)[CH2:29][C:28]=3[CH:43]=2)=[CH:20][CH:19]=1)(=[O:17])=[O:16]. (7) Given the product [CH3:32][NH:33][C:23](=[O:24])[C:22]1[CH:28]=[CH:29][C:19]([N:16]2[CH2:15][CH2:14][CH:13]([CH2:12][C:10]3[CH:9]=[CH:8][C:6]4[O:7][CH:2]([CH3:1])[C:3](=[O:30])[NH:4][C:5]=4[CH:11]=3)[CH2:18][CH2:17]2)=[CH:20][CH:21]=1, predict the reactants needed to synthesize it. The reactants are: [CH3:1][CH:2]1[O:7][C:6]2[CH:8]=[CH:9][C:10]([CH2:12][CH:13]3[CH2:18][CH2:17][N:16]([C:19]4[CH:29]=[CH:28][C:22]([C:23](OCC)=[O:24])=[CH:21][CH:20]=4)[CH2:15][CH2:14]3)=[CH:11][C:5]=2[NH:4][C:3]1=[O:30].Cl.[CH3:32][NH2:33]. (8) Given the product [I:8][C:6]1[CH:5]=[CH:4][N:3]=[C:2]([O:10][CH3:9])[CH:7]=1, predict the reactants needed to synthesize it. The reactants are: F[C:2]1[CH:7]=[C:6]([I:8])[CH:5]=[CH:4][N:3]=1.[CH3:9][OH:10].C[O-].[Na+].